Dataset: Reaction yield outcomes from USPTO patents with 853,638 reactions. Task: Predict the reaction yield, written as a fraction of the theoretical maximum amount of product (1.0 means a 100% yield; for example, 0.34 means a 34% yield). (1) The reactants are [Cl:1][C:2]1[N:7]=[CH:6][C:5]([C:8]2[C:13]([C:14]([F:17])([F:16])[F:15])=[CH:12][CH:11]=[CH:10][N:9]=2)=[CH:4][C:3]=1[N+:18]([O-])=O.[Cl-].[Ca+2].[Cl-]. The product is [Cl:1][C:2]1[N:7]=[CH:6][C:5]([C:8]2[C:13]([C:14]([F:15])([F:16])[F:17])=[CH:12][CH:11]=[CH:10][N:9]=2)=[CH:4][C:3]=1[NH2:18]. The catalyst is C(O)C.O.[Fe]. The yield is 0.850. (2) The reactants are [CH3:1][O:2][C:3]1[CH:8]=[C:7]([O:9][CH3:10])[CH:6]=[CH:5][C:4]=1[C:11]1([CH3:27])[NH:15][C:14](=[O:16])[N:13]([CH2:17][C:18](=[O:25])[C:19]2[CH:24]=[CH:23][CH:22]=[CH:21][CH:20]=2)[C:12]1=[O:26].[CH3:28]I. No catalyst specified. The product is [CH3:1][O:2][C:3]1[CH:8]=[C:7]([O:9][CH3:10])[CH:6]=[CH:5][C:4]=1[C:11]1([CH3:27])[N:15]([CH3:28])[C:14](=[O:16])[N:13]([CH2:17][C:18](=[O:25])[C:19]2[CH:20]=[CH:21][CH:22]=[CH:23][CH:24]=2)[C:12]1=[O:26]. The yield is 0.200. (3) The reactants are Br[C:2]1[CH:3]=[C:4]2[C:8](=[CH:9][C:10]=1[Cl:11])[NH:7][CH:6]=[C:5]2[S:12]([OH:15])(=[O:14])=[O:13].CC1(C)C(C)(C)OB([C:24]2[CH:29]=[CH:28][C:27]([C:30]3[C:31]([OH:36])=[CH:32][CH:33]=[CH:34][CH:35]=3)=[CH:26][CH:25]=2)O1.C(=O)([O-])[O-].[K+].[K+]. The catalyst is CCO.O.C1C=CC(P(C2C=CC=CC=2)[C-]2C=CC=C2)=CC=1.C1C=CC(P(C2C=CC=CC=2)[C-]2C=CC=C2)=CC=1.Cl[Pd]Cl.[Fe+2]. The product is [Cl:11][C:10]1[CH:9]=[C:8]2[C:4]([C:5]([S:12]([OH:15])(=[O:14])=[O:13])=[CH:6][NH:7]2)=[CH:3][C:2]=1[C:24]1[CH:25]=[CH:26][C:27]([C:30]2[CH:35]=[CH:34][CH:33]=[CH:32][C:31]=2[OH:36])=[CH:28][CH:29]=1. The yield is 0.0200. (4) The reactants are C(O[C@H:5]1[C@H:9]([CH2:10][CH2:11][CH3:12])[CH2:8][C:7](=[O:13])[CH2:6]1)(=O)C.C1CCN2C(=NCCC2)CC1. The catalyst is CCOCC. The product is [CH2:10]([C@@H:9]1[CH2:8][C:7](=[O:13])[CH:6]=[CH:5]1)[CH2:11][CH3:12]. The yield is 0.680. (5) The reactants are C(O[C:4](=[O:21])[C:5](=[C:11]([S:19][CH3:20])[NH:12][C:13]1[CH:18]=[CH:17][CH:16]=[CH:15][CH:14]=1)[C:6]([O:8][CH2:9][CH3:10])=[O:7])C. The catalyst is ClC1C=CC=CC=1Cl. The product is [CH2:9]([O:8][C:6]([C:5]1[C:11]([S:19][CH3:20])=[N:12][C:13]2[C:14]([C:4]=1[OH:21])=[CH:15][CH:16]=[CH:17][CH:18]=2)=[O:7])[CH3:10]. The yield is 0.350. (6) The reactants are [OH-].[Na+].[F:3][C:4]1[CH:5]=[C:6]([CH:28]=[C:29]([S:31]([CH3:34])(=[O:33])=[O:32])[CH:30]=1)[CH2:7][C:8]1[S:9][C:10]2[C:16]([C:17]3[CH:18]=[C:19]([CH:25]=[CH:26][CH:27]=3)[C:20](OCC)=[O:21])=[CH:15][CH:14]=[CH:13][C:11]=2[CH:12]=1.Cl.CC[N:38]=C=NCCCN(C)C.C1C=CC2N(O)N=NC=2C=1.N. The catalyst is O.CN(C=O)C.C(O)C. The product is [F:3][C:4]1[CH:5]=[C:6]([CH:28]=[C:29]([S:31]([CH3:34])(=[O:33])=[O:32])[CH:30]=1)[CH2:7][C:8]1[S:9][C:10]2[C:16]([C:17]3[CH:18]=[C:19]([CH:25]=[CH:26][CH:27]=3)[C:20]([NH2:38])=[O:21])=[CH:15][CH:14]=[CH:13][C:11]=2[CH:12]=1. The yield is 0.550.